Regression. Given two drug SMILES strings and cell line genomic features, predict the synergy score measuring deviation from expected non-interaction effect. From a dataset of NCI-60 drug combinations with 297,098 pairs across 59 cell lines. Cell line: SF-295. Synergy scores: CSS=25.2, Synergy_ZIP=-9.00, Synergy_Bliss=-8.49, Synergy_Loewe=-11.4, Synergy_HSA=-6.44. Drug 2: CN(C)C1=NC(=NC(=N1)N(C)C)N(C)C. Drug 1: CC(CN1CC(=O)NC(=O)C1)N2CC(=O)NC(=O)C2.